From a dataset of Forward reaction prediction with 1.9M reactions from USPTO patents (1976-2016). Predict the product of the given reaction. (1) Given the reactants [C:1]([NH:4][CH:5]([CH2:9][C:10]1[CH:15]=[CH:14][C:13]([C:16]([F:19])([F:18])[F:17])=[CH:12][CH:11]=1)[C:6]([OH:8])=[O:7])(=[O:3])[CH3:2].Cl, predict the reaction product. The product is: [C:1]([NH:4][C@H:5]([CH2:9][C:10]1[CH:11]=[CH:12][C:13]([C:16]([F:17])([F:18])[F:19])=[CH:14][CH:15]=1)[C:6]([OH:8])=[O:7])(=[O:3])[CH3:2]. (2) Given the reactants [NH:1]1[C:9]2[C:4](=[C:5]([C:10]3[CH:18]=[C:17]4[C:13]([CH:14]=[N:15][NH:16]4)=[C:12]([C:19]4[O:20][C:21]([CH2:24][N:25]5[CH2:30][CH2:29][N:28]([CH:31]([CH3:33])[CH3:32])[CH2:27][CH2:26]5)=[CH:22][N:23]=4)[CH:11]=3)[CH:6]=[CH:7][CH:8]=2)[CH:3]=[CH:2]1.[ClH:34].O1CCOCC1, predict the reaction product. The product is: [ClH:34].[ClH:34].[NH:1]1[C:9]2[C:4](=[C:5]([C:10]3[CH:18]=[C:17]4[C:13]([CH:14]=[N:15][NH:16]4)=[C:12]([C:19]4[O:20][C:21]([CH2:24][N:25]5[CH2:26][CH2:27][N:28]([CH:31]([CH3:33])[CH3:32])[CH2:29][CH2:30]5)=[CH:22][N:23]=4)[CH:11]=3)[CH:6]=[CH:7][CH:8]=2)[CH:3]=[CH:2]1. (3) Given the reactants C([O:8][C:9]1[CH:21]=[CH:20][C:19]2[C:18]3[C:13](=[CH:14][CH:15]=[CH:16][CH:17]=3)[N:12]([C:22]3[CH:27]=[C:26]([C:28]([CH3:31])([CH3:30])[CH3:29])[CH:25]=[CH:24][N:23]=3)[C:11]=2[CH:10]=1)C1C=CC=CC=1.CC1C(C)=C(C)C(C)=C(C)C=1.B(Cl)(Cl)Cl, predict the reaction product. The product is: [C:28]([C:26]1[CH:25]=[CH:24][N:23]=[C:22]([N:12]2[C:11]3[CH:10]=[C:9]([OH:8])[CH:21]=[CH:20][C:19]=3[C:18]3[C:13]2=[CH:14][CH:15]=[CH:16][CH:17]=3)[CH:27]=1)([CH3:31])([CH3:29])[CH3:30]. (4) Given the reactants Cl.[Br:2][C:3]1[CH:8]=[C:7]([CH3:9])[C:6]([C:10]2[C:14]3[N:15]=[C:16]([CH3:28])[N:17]=[C:18]([N:19]4[CH2:24][CH2:23][CH:22]([CH2:25][C:26]#[N:27])[CH2:21][CH2:20]4)[C:13]=3[S:12][C:11]=2[CH3:29])=[C:5]([CH3:30])[CH:4]=1.[OH-].[Na+].C([O-])(O)=[O:34].[Na+], predict the reaction product. The product is: [Br:2][C:3]1[CH:8]=[C:7]([CH3:9])[C:6]([C:10]2[C:14]3[N:15]=[C:16]([CH3:28])[N:17]=[C:18]([N:19]4[CH2:20][CH2:21][CH:22]([CH2:25][C:26]([NH2:27])=[O:34])[CH2:23][CH2:24]4)[C:13]=3[S:12][C:11]=2[CH3:29])=[C:5]([CH3:30])[CH:4]=1. (5) Given the reactants [O:1]=[C:2]1[CH:7]=[CH:6][C:5]([C:8]2[C:9]([C:25]3[CH:30]=[CH:29][CH:28]=[CH:27][CH:26]=3)=[N:10][N:11]3[CH:16]=[CH:15][C:14](OS(C(F)(F)F)(=O)=O)=[CH:13][C:12]=23)=[N:4][N:3]1[CH:31]([CH3:33])[CH3:32].[CH3:34][N:35]1[CH2:40][CH2:39][NH:38][CH2:37][CH2:36]1.C([O-])([O-])=O.[Cs+].[Cs+].C1C=CC(P(C2C(C3C(P(C4C=CC=CC=4)C4C=CC=CC=4)=CC=C4C=3C=CC=C4)=C3C(C=CC=C3)=CC=2)C2C=CC=CC=2)=CC=1.C1OCCOCCOCCOCCOCCOC1, predict the reaction product. The product is: [CH3:34][N:35]1[CH2:40][CH2:39][N:38]([C:14]2[CH:15]=[CH:16][N:11]3[N:10]=[C:9]([C:25]4[CH:26]=[CH:27][CH:28]=[CH:29][CH:30]=4)[C:8]([C:5]4[CH:6]=[CH:7][C:2](=[O:1])[N:3]([CH:31]([CH3:33])[CH3:32])[N:4]=4)=[C:12]3[CH:13]=2)[CH2:37][CH2:36]1. (6) Given the reactants [Br:1][C:2]1[CH:9]=[CH:8][C:5]([C:6]#[N:7])=[C:4](F)[CH:3]=1.Cl.[C:12]1([NH:18][NH2:19])[CH:17]=[CH:16][CH:15]=[CH:14][CH:13]=1.C(N(C(C)C)CC)(C)C, predict the reaction product. The product is: [Br:1][C:2]1[CH:3]=[CH:4][C:5]2[C:8]([CH:9]=1)=[N:19][N:18]([C:12]1[CH:17]=[CH:16][CH:15]=[CH:14][CH:13]=1)[C:6]=2[NH2:7]. (7) The product is: [C:12]([O:11][C:10](=[O:16])[NH:9][C:8]([N:17]1[CH2:18][CH2:19][CH:20]([O:23][NH2:24])[CH2:21][CH2:22]1)=[N:7][C:6](=[O:35])[O:5][C:1]([CH3:4])([CH3:3])[CH3:2])([CH3:13])([CH3:14])[CH3:15]. Given the reactants [C:1]([O:5][C:6](=[O:35])[NH:7][C:8]([N:17]1[CH2:22][CH2:21][CH:20]([O:23][N:24]2C(=O)C3C(=CC=CC=3)C2=O)[CH2:19][CH2:18]1)=[N:9][C:10](=[O:16])[O:11][C:12]([CH3:15])([CH3:14])[CH3:13])([CH3:4])([CH3:3])[CH3:2].C(Cl)Cl.O.NN, predict the reaction product. (8) Given the reactants [CH3:1][C@@H:2]1[CH2:7][CH2:6][CH2:5][N:4]([C:8](=[O:22])C2C=C(C)C=CC=2C2C=NN(C)C=2)[C@@H:3]1[CH2:23][N:24]1[C:32](=[O:33])[C:31]2[C:26](=[CH:27][CH:28]=[CH:29][CH:30]=2)[C:25]1=[O:34].[C:35]1(C(O)=O)[C:44]2[C:39](=[CH:40][CH:41]=[CH:42][CH:43]=2)[CH:38]=[CH:37][N:36]=1, predict the reaction product. The product is: [C:35]1([C:8]([N:4]2[CH2:5][CH2:6][CH2:7][C@@H:2]([CH3:1])[C@H:3]2[CH2:23][N:24]2[C:25](=[O:34])[C:26]3[C:31](=[CH:30][CH:29]=[CH:28][CH:27]=3)[C:32]2=[O:33])=[O:22])[C:44]2[C:39](=[CH:40][CH:41]=[CH:42][CH:43]=2)[CH:38]=[CH:37][N:36]=1. (9) Given the reactants [OH:1][C:2]1[C:11]2[C:6](=[CH:7][C:8]([NH:12][C:13]3[CH:18]=[CH:17][CH:16]=[CH:15][CH:14]=3)=[CH:9][CH:10]=2)[CH:5]=[N:4][C:3]=1[C:19](OC)=[O:20].[NH2:23][CH2:24][CH2:25][CH2:26][CH2:27][C:28]([OH:30])=[O:29].C[O-].[Na+].CO, predict the reaction product. The product is: [OH:1][C:2]1[C:11]2[C:6](=[CH:7][C:8]([NH:12][C:13]3[CH:18]=[CH:17][CH:16]=[CH:15][CH:14]=3)=[CH:9][CH:10]=2)[CH:5]=[N:4][C:3]=1[C:19]([NH:23][CH2:24][CH2:25][CH2:26][CH2:27][C:28]([OH:30])=[O:29])=[O:20].